From a dataset of Full USPTO retrosynthesis dataset with 1.9M reactions from patents (1976-2016). Predict the reactants needed to synthesize the given product. (1) The reactants are: [NH2:1][C:2]1[N:7]=[C:6]([N:8]2[C@H:13]([CH3:14])[CH2:12][CH2:11][C@H:10]([C:15]([NH:17][CH:18]3[CH2:23][CH2:22][CH2:21][CH2:20][CH:19]3[CH3:24])=[O:16])[CH2:9]2)[CH:5]=[C:4]([C:25]2[CH:30]=[CH:29][C:28]([C:31]#[N:32])=[C:27](F)[CH:26]=2)[N:3]=1.CCO.CCN(C(C)C)C(C)C.[NH2:46][NH2:47]. Given the product [NH2:1][C:2]1[N:7]=[C:6]([N:8]2[C@H:13]([CH3:14])[CH2:12][CH2:11][C@H:10]([C:15]([NH:17][CH:18]3[CH2:23][CH2:22][CH2:21][CH2:20][CH:19]3[CH3:24])=[O:16])[CH2:9]2)[CH:5]=[C:4]([C:25]2[CH:26]=[C:27]3[C:28]([C:31]([NH2:32])=[N:46][NH:47]3)=[CH:29][CH:30]=2)[N:3]=1, predict the reactants needed to synthesize it. (2) Given the product [O:7]([C:8]1[CH:9]=[N:10][C:11]([C:32]2[CH:31]=[CH:30][N:29]=[C:28]([CH3:27])[CH:33]=2)=[CH:12][CH:13]=1)[C@@H:6]1[S:15][CH2:16][C@@H:17]([OH:23])[C@H:18]([OH:19])[C@H:5]1[OH:4], predict the reactants needed to synthesize it. The reactants are: C([O:4][C@@H:5]1[C@@H:18]([O:19]C(=O)C)[C@H:17]([O:23]C(=O)C)[CH2:16][S:15][C@H:6]1[O:7][C:8]1[CH:9]=[N:10][C:11](Br)=[CH:12][CH:13]=1)(=O)C.[CH3:27][C:28]1[CH:33]=[C:32](B(O)O)[CH:31]=[CH:30][N:29]=1.